This data is from NCI-60 drug combinations with 297,098 pairs across 59 cell lines. The task is: Regression. Given two drug SMILES strings and cell line genomic features, predict the synergy score measuring deviation from expected non-interaction effect. (1) Drug 1: COC1=NC(=NC2=C1N=CN2C3C(C(C(O3)CO)O)O)N. Drug 2: C1=NC2=C(N=C(N=C2N1C3C(C(C(O3)CO)O)F)Cl)N. Cell line: MALME-3M. Synergy scores: CSS=-1.80, Synergy_ZIP=0.774, Synergy_Bliss=1.50, Synergy_Loewe=-5.86, Synergy_HSA=-3.44. (2) Synergy scores: CSS=7.55, Synergy_ZIP=-3.01, Synergy_Bliss=2.49, Synergy_Loewe=2.85, Synergy_HSA=2.26. Drug 2: C1=CC(=CC=C1C#N)C(C2=CC=C(C=C2)C#N)N3C=NC=N3. Cell line: ACHN. Drug 1: CC(C1=C(C=CC(=C1Cl)F)Cl)OC2=C(N=CC(=C2)C3=CN(N=C3)C4CCNCC4)N. (3) Drug 2: C1CC(C1)(C(=O)O)C(=O)O.[NH2-].[NH2-].[Pt+2]. Drug 1: C1=CC(=CC=C1C#N)C(C2=CC=C(C=C2)C#N)N3C=NC=N3. Cell line: NCIH23. Synergy scores: CSS=23.9, Synergy_ZIP=-3.10, Synergy_Bliss=1.80, Synergy_Loewe=0.874, Synergy_HSA=2.56. (4) Drug 1: CS(=O)(=O)CCNCC1=CC=C(O1)C2=CC3=C(C=C2)N=CN=C3NC4=CC(=C(C=C4)OCC5=CC(=CC=C5)F)Cl. Drug 2: CCC1(CC2CC(C3=C(CCN(C2)C1)C4=CC=CC=C4N3)(C5=C(C=C6C(=C5)C78CCN9C7C(C=CC9)(C(C(C8N6C)(C(=O)OC)O)OC(=O)C)CC)OC)C(=O)OC)O.OS(=O)(=O)O. Cell line: SNB-75. Synergy scores: CSS=3.18, Synergy_ZIP=-0.331, Synergy_Bliss=2.22, Synergy_Loewe=1.31, Synergy_HSA=0.479. (5) Drug 1: C1CCC(C1)C(CC#N)N2C=C(C=N2)C3=C4C=CNC4=NC=N3. Drug 2: CN1CCC(CC1)COC2=C(C=C3C(=C2)N=CN=C3NC4=C(C=C(C=C4)Br)F)OC. Cell line: SW-620. Synergy scores: CSS=11.6, Synergy_ZIP=-0.869, Synergy_Bliss=2.68, Synergy_Loewe=-0.495, Synergy_HSA=0.102. (6) Drug 1: CN(C)N=NC1=C(NC=N1)C(=O)N. Drug 2: C1C(C(OC1N2C=NC3=C(N=C(N=C32)Cl)N)CO)O. Cell line: HOP-92. Synergy scores: CSS=20.5, Synergy_ZIP=-5.07, Synergy_Bliss=-3.19, Synergy_Loewe=-12.6, Synergy_HSA=-2.27. (7) Drug 2: C1=NC2=C(N1)C(=S)N=CN2. Cell line: MDA-MB-435. Drug 1: CNC(=O)C1=NC=CC(=C1)OC2=CC=C(C=C2)NC(=O)NC3=CC(=C(C=C3)Cl)C(F)(F)F. Synergy scores: CSS=38.5, Synergy_ZIP=-0.611, Synergy_Bliss=-2.08, Synergy_Loewe=-36.4, Synergy_HSA=-2.53. (8) Drug 1: CC1=C2C(C(=O)C3(C(CC4C(C3C(C(C2(C)C)(CC1OC(=O)C(C(C5=CC=CC=C5)NC(=O)OC(C)(C)C)O)O)OC(=O)C6=CC=CC=C6)(CO4)OC(=O)C)OC)C)OC. Drug 2: CC1=C(C(=O)C2=C(C1=O)N3CC4C(C3(C2COC(=O)N)OC)N4)N. Cell line: M14. Synergy scores: CSS=58.4, Synergy_ZIP=-4.12, Synergy_Bliss=-5.67, Synergy_Loewe=-4.80, Synergy_HSA=-0.966. (9) Drug 1: CS(=O)(=O)C1=CC(=C(C=C1)C(=O)NC2=CC(=C(C=C2)Cl)C3=CC=CC=N3)Cl. Drug 2: N.N.Cl[Pt+2]Cl. Cell line: U251. Synergy scores: CSS=2.45, Synergy_ZIP=-2.88, Synergy_Bliss=-5.00, Synergy_Loewe=-5.00, Synergy_HSA=-4.53. (10) Drug 1: C1=NC2=C(N1)C(=S)N=C(N2)N. Drug 2: COCCOC1=C(C=C2C(=C1)C(=NC=N2)NC3=CC=CC(=C3)C#C)OCCOC.Cl. Cell line: SK-MEL-2. Synergy scores: CSS=16.8, Synergy_ZIP=-4.88, Synergy_Bliss=1.92, Synergy_Loewe=-1.35, Synergy_HSA=-0.531.